Task: Predict the product of the given reaction.. Dataset: Forward reaction prediction with 1.9M reactions from USPTO patents (1976-2016) (1) Given the reactants C[Al](C)C.[F:5][C:6]1[CH:11]=[CH:10][C:9]([C:12]2[N:16]3[CH:17]=[CH:18][CH:19]=[CH:20][C:15]3=[C:14]([C:21]([O:23]C)=O)[N:13]=2)=[CH:8][CH:7]=1.Cl.[Br:26][C:27]1[CH:34]=[CH:33][C:30]([CH2:31][NH2:32])=[C:29]([F:35])[CH:28]=1.[C@H](O)(C([O-])=O)[C@@H](O)C([O-])=O.[Na+].[K+], predict the reaction product. The product is: [Br:26][C:27]1[CH:34]=[CH:33][C:30]([CH2:31][NH:32][C:21]([C:14]2[N:13]=[C:12]([C:9]3[CH:8]=[CH:7][C:6]([F:5])=[CH:11][CH:10]=3)[N:16]3[CH:17]=[CH:18][CH:19]=[CH:20][C:15]=23)=[O:23])=[C:29]([F:35])[CH:28]=1. (2) Given the reactants [Cl:1][C:2]1[CH:34]=[CH:33][C:5]([CH2:6][C@H:7]([C:9]([N:11]2[CH:16]3[CH2:17][CH2:18][CH:12]2[CH2:13][CH:14]([N:19]([CH:27]2[CH2:32][CH2:31][CH2:30][CH2:29][CH2:28]2)[C:20]([N:22]([CH2:25][CH3:26])[CH2:23][CH3:24])=[O:21])[CH2:15]3)=[O:10])[NH2:8])=[CH:4][CH:3]=1.[C:35]([N:42]1[CH2:47][CH2:46][CH2:45][CH2:44][C:43]1=O)([O:37][C:38]([CH3:41])([CH3:40])[CH3:39])=[O:36].C(O[BH-](OC(=O)C)OC(=O)C)(=O)C.[Na+], predict the reaction product. The product is: [Cl:1][C:2]1[CH:3]=[CH:4][C:5]([CH2:6][C@@H:7]([NH:8][CH:45]2[CH2:46][CH2:47][N:42]([C:35]([O:37][C:38]([CH3:41])([CH3:40])[CH3:39])=[O:36])[CH2:43][CH2:44]2)[C:9]([N:11]2[CH:16]3[CH2:17][CH2:18][CH:12]2[CH2:13][CH:14]([N:19]([CH:27]2[CH2:28][CH2:29][CH2:30][CH2:31][CH2:32]2)[C:20]([N:22]([CH2:23][CH3:24])[CH2:25][CH3:26])=[O:21])[CH2:15]3)=[O:10])=[CH:33][CH:34]=1. (3) Given the reactants [CH3:1][O:2][C:3](=[O:28])[C:4]1[CH:9]=[CH:8][C:7]([CH2:10][N:11]([C:16]2[CH:21]=[CH:20][C:19]([CH:22]3[CH2:27][CH2:26][CH2:25][CH2:24][CH2:23]3)=[CH:18][CH:17]=2)[C:12](=[O:15])[NH:13]Cl)=[CH:6][CH:5]=1.C(N(CC)CC)C.[Cl:36][C:37]1[CH:42]=[CH:41][C:40]([C@@H:43](N)[CH3:44])=[CH:39][CH:38]=1, predict the reaction product. The product is: [CH3:1][O:2][C:3](=[O:28])[C:4]1[CH:9]=[CH:8][C:7]([CH2:10][N:11]([C:16]2[CH:21]=[CH:20][C:19]([CH:22]3[CH2:27][CH2:26][CH2:25][CH2:24][CH2:23]3)=[CH:18][CH:17]=2)[C:12]([NH:13][C@H:43]([C:40]2[CH:41]=[CH:42][C:37]([Cl:36])=[CH:38][CH:39]=2)[CH3:44])=[O:15])=[CH:6][CH:5]=1. (4) Given the reactants FC(F)(F)S(O[C:7]1[CH:16]=[CH:15][C:14]2[CH2:13][CH2:12][CH:11]([NH:17][C:18]([O:20][C:21]([CH3:24])([CH3:23])[CH3:22])=[O:19])[CH:10]([CH2:25][C:26]3[CH:31]=[CH:30][C:29]([Cl:32])=[CH:28][CH:27]=3)[C:9]=2[CH:8]=1)(=O)=O.[CH3:35][N:36](C)C=O, predict the reaction product. The product is: [C:21]([O:20][C:18](=[O:19])[NH:17][CH:11]1[CH2:12][CH2:13][C:14]2[C:9](=[CH:8][C:7]([C:35]#[N:36])=[CH:16][CH:15]=2)[CH:10]1[CH2:25][C:26]1[CH:31]=[CH:30][C:29]([Cl:32])=[CH:28][CH:27]=1)([CH3:23])([CH3:22])[CH3:24]. (5) Given the reactants [Cl:1][C:2]1[CH:8]=[CH:7][C:5]([NH2:6])=[CH:4][CH:3]=1.[C:9]([O:13][C:14]([N:16]1[CH2:19][CH2:18][C@H:17]1[CH:20]=O)=[O:15])([CH3:12])([CH3:11])[CH3:10].C([BH3-])#N.[Na+].C(=O)(O)[O-].[Na+], predict the reaction product. The product is: [C:9]([O:13][C:14]([N:16]1[CH2:19][CH2:18][C@H:17]1[CH2:20][NH:6][C:5]1[CH:7]=[CH:8][C:2]([Cl:1])=[CH:3][CH:4]=1)=[O:15])([CH3:12])([CH3:10])[CH3:11]. (6) Given the reactants [F:1][C:2]1[CH:7]=[CH:6][C:5]([N:8]2[C:11](=[O:12])[C@H:10]([S:13][CH2:14][C:15]([C:17]3[CH:22]=[CH:21][C:20]([O:23][CH3:24])=[CH:19][CH:18]=3)=[O:16])[C@H:9]2[C:25]2[CH:46]=[CH:45][C:28]([O:29][CH2:30][C:31]([NH:33][CH2:34][C:35]([NH:37][C@@H:38]([C:42]([OH:44])=[O:43])[CH:39]([CH3:41])[CH3:40])=[O:36])=[O:32])=[CH:27][CH:26]=2)=[CH:4][CH:3]=1.[BH4-].[Na+], predict the reaction product. The product is: [F:1][C:2]1[CH:7]=[CH:6][C:5]([N:8]2[C:11](=[O:12])[C@H:10]([S:13][CH2:14][CH:15]([OH:16])[C:17]3[CH:18]=[CH:19][C:20]([O:23][CH3:24])=[CH:21][CH:22]=3)[C@H:9]2[C:25]2[CH:26]=[CH:27][C:28]([O:29][CH2:30][C:31]([NH:33][CH2:34][C:35]([NH:37][C@@H:38]([C:42]([OH:44])=[O:43])[CH:39]([CH3:41])[CH3:40])=[O:36])=[O:32])=[CH:45][CH:46]=2)=[CH:4][CH:3]=1. (7) Given the reactants [CH3:1][O:2][C:3](=[O:18])[CH2:4][N:5]1[CH2:10][CH2:9][N:8]([C:11]([O:13][C:14]([CH3:17])([CH3:16])[CH3:15])=[O:12])[CH2:7][CH2:6]1.[N+:19]([C:22]1[CH:29]=[CH:28][CH:27]=[CH:26][C:23]=1[CH2:24]Br)([O-:21])=[O:20].COC(=O)C(C1CCN(C(OC(C)(C)C)=O)CC1)CC1C=CC=CC=1[N+]([O-])=O, predict the reaction product. The product is: [CH3:1][O:2][C:3](=[O:18])[CH:4]([N:5]1[CH2:10][CH2:9][N:8]([C:11]([O:13][C:14]([CH3:15])([CH3:17])[CH3:16])=[O:12])[CH2:7][CH2:6]1)[CH2:24][C:23]1[CH:26]=[CH:27][CH:28]=[CH:29][C:22]=1[N+:19]([O-:21])=[O:20].